This data is from Forward reaction prediction with 1.9M reactions from USPTO patents (1976-2016). The task is: Predict the product of the given reaction. Given the reactants [CH3:1][Si]([N-][Si](C)(C)C)(C)C.[Na+].[CH2:11]([C@@H:18]1[CH2:22][O:21][C:20](=[O:23])[N:19]1[C:24](=[O:88])[CH2:25][CH2:26][C@@H:27]([CH3:87])[C@@H:28]([O:77][CH2:78][C:79]1[CH:84]=[CH:83][C:82]([O:85][CH3:86])=[CH:81][CH:80]=1)[C@@H:29]([CH3:76])[CH:30]=[CH:31][C@@H:32]([O:68][Si:69]([C:72]([CH3:75])([CH3:74])[CH3:73])([CH3:71])[CH3:70])[CH2:33][C@H:34]([O:60][Si:61]([C:64]([CH3:67])([CH3:66])[CH3:65])([CH3:63])[CH3:62])[C@@H:35]([CH3:59])[CH:36]=[CH:37][CH2:38][O:39][C:40]([C:53]1[CH:58]=[CH:57][CH:56]=[CH:55][CH:54]=1)([C:47]1[CH:52]=[CH:51][CH:50]=[CH:49][CH:48]=1)[C:41]1[CH:46]=[CH:45][CH:44]=[CH:43][CH:42]=1)[C:12]1[CH:17]=[CH:16][CH:15]=[CH:14][CH:13]=1.CI, predict the reaction product. The product is: [CH2:11]([C@@H:18]1[CH2:22][O:21][C:20](=[O:23])[N:19]1[C:24](=[O:88])[C@@H:25]([CH3:1])[CH2:26][C@H:27]([CH3:87])[C@@H:28]([O:77][CH2:78][C:79]1[CH:84]=[CH:83][C:82]([O:85][CH3:86])=[CH:81][CH:80]=1)[C@@H:29]([CH3:76])[CH:30]=[CH:31][C@@H:32]([O:68][Si:69]([C:72]([CH3:73])([CH3:74])[CH3:75])([CH3:70])[CH3:71])[CH2:33][C@H:34]([O:60][Si:61]([C:64]([CH3:65])([CH3:66])[CH3:67])([CH3:63])[CH3:62])[C@H:35]([CH3:59])[CH:36]=[CH:37][CH2:38][O:39][C:40]([C:47]1[CH:48]=[CH:49][CH:50]=[CH:51][CH:52]=1)([C:53]1[CH:58]=[CH:57][CH:56]=[CH:55][CH:54]=1)[C:41]1[CH:42]=[CH:43][CH:44]=[CH:45][CH:46]=1)[C:12]1[CH:13]=[CH:14][CH:15]=[CH:16][CH:17]=1.